From a dataset of Reaction yield outcomes from USPTO patents with 853,638 reactions. Predict the reaction yield, written as a fraction of the theoretical maximum amount of product (1.0 means a 100% yield; for example, 0.34 means a 34% yield). (1) The reactants are C[O:2][CH:3]=[C:4]1[CH2:13][CH2:12][C:7]2(OCC[O:8]2)[CH2:6][CH2:5]1.O.Cl. The catalyst is O1CCOCC1. The product is [O:8]=[C:7]1[CH2:12][CH2:13][CH:4]([CH:3]=[O:2])[CH2:5][CH2:6]1. The yield is 0.869. (2) The reactants are [F:1][C:2]1[CH:15]=[CH:14][CH:13]=[CH:12][C:3]=1[CH2:4][C:5]1[S:9][C:8]([CH:10]=[O:11])=[CH:7][CH:6]=1.[BH4-].[Na+].O. The catalyst is C(O)C. The product is [F:1][C:2]1[CH:15]=[CH:14][CH:13]=[CH:12][C:3]=1[CH2:4][C:5]1[S:9][C:8]([CH2:10][OH:11])=[CH:7][CH:6]=1. The yield is 0.740.